From a dataset of Forward reaction prediction with 1.9M reactions from USPTO patents (1976-2016). Predict the product of the given reaction. (1) Given the reactants [F:1][C:2]1[CH:7]=[CH:6][C:5]([C:8]([F:11])([F:10])[F:9])=[CH:4][C:3]=1[N:12]=[C:13]=[O:14].[F:15][C:16]1[CH:22]=[C:21]([O:23][C:24]2[C:29]3=[N:30][CH:31]=[C:32]([N:34]4[CH2:39][CH2:38][N:37]([CH3:40])[CH2:36][CH2:35]4)[N:33]=[C:28]3[N:27]=[CH:26][CH:25]=2)[CH:20]=[CH:19][C:17]=1[NH2:18], predict the reaction product. The product is: [F:15][C:16]1[CH:22]=[C:21]([O:23][C:24]2[C:29]3=[N:30][CH:31]=[C:32]([N:34]4[CH2:35][CH2:36][N:37]([CH3:40])[CH2:38][CH2:39]4)[N:33]=[C:28]3[N:27]=[CH:26][CH:25]=2)[CH:20]=[CH:19][C:17]=1[NH:18][C:13]([NH:12][C:3]1[CH:4]=[C:5]([C:8]([F:11])([F:10])[F:9])[CH:6]=[CH:7][C:2]=1[F:1])=[O:14]. (2) Given the reactants [OH-:1].[Na+].Cl.[NH2:4]O.[NH2:6][C:7]1[S:8][C:9]([CH:12]=O)=[CH:10][N:11]=1, predict the reaction product. The product is: [NH2:6][C:7]1[S:8][C:9]([CH:12]=[N:4][OH:1])=[CH:10][N:11]=1. (3) Given the reactants [F:1][C:2]([F:21])([F:20])[C:3]1[C:11]2[CH2:10][CH2:9][CH2:8][CH2:7][C:6]=2[N:5]([C:12]2[CH:17]=[CH:16][C:15]([CH2:18][NH2:19])=[CH:14][CH:13]=2)[N:4]=1.C(N(CC)CC)C.[CH3:29][S:30](Cl)(=[O:32])=[O:31], predict the reaction product. The product is: [F:21][C:2]([F:1])([F:20])[C:3]1[C:11]2[CH2:10][CH2:9][CH2:8][CH2:7][C:6]=2[N:5]([C:12]2[CH:17]=[CH:16][C:15]([CH2:18][NH:19][S:30]([CH3:29])(=[O:32])=[O:31])=[CH:14][CH:13]=2)[N:4]=1. (4) Given the reactants CS(O[CH2:6][C:7]1[C:12]([C:13]([F:16])([F:15])[F:14])=[CH:11][C:10]([C:17](=[O:32])[NH:18][CH2:19][C:20]2[CH:25]=[C:24]([Cl:26])[CH:23]=[CH:22][C:21]=2[S:27]([CH2:30][CH3:31])(=[O:29])=[O:28])=[CH:9][C:8]=1[Cl:33])(=O)=O.[NH2:34][CH2:35][CH2:36][CH2:37][NH:38][CH2:39][CH2:40][CH2:41][N:42]([CH3:44])[CH3:43], predict the reaction product. The product is: [Cl:33][C:8]1[CH:9]=[C:10]([CH:11]=[C:12]([C:13]([F:14])([F:15])[F:16])[C:7]=1[CH2:6][NH:34][CH2:35][CH2:36][CH2:37][NH:38][CH2:39][CH2:40][CH2:41][N:42]([CH3:44])[CH3:43])[C:17]([NH:18][CH2:19][C:20]1[CH:25]=[C:24]([Cl:26])[CH:23]=[CH:22][C:21]=1[S:27]([CH2:30][CH3:31])(=[O:29])=[O:28])=[O:32]. (5) Given the reactants [C:1]([C:4]1[C:5]([CH2:20][NH:21][C:22]([C@@H:24]2[CH2:28][C@@H:27]([F:29])[CH2:26][N:25]2[C:30]([O:32][C:33]([CH3:36])([CH3:35])[CH3:34])=[O:31])=[O:23])=[CH:6][C:7]([C:10]2[CH:15]=[CH:14][C:13]([C:16]([F:19])([F:18])[F:17])=[CH:12][CH:11]=2)=[N:8][CH:9]=1)(=O)[NH2:2].C(OC(C(F)(F)F)=O)(C(F)(F)F)=O, predict the reaction product. The product is: [C:1]([C:4]1[C:5]([CH2:20][NH:21][C:22]([C@@H:24]2[CH2:28][C@@H:27]([F:29])[CH2:26][N:25]2[C:30]([O:32][C:33]([CH3:36])([CH3:35])[CH3:34])=[O:31])=[O:23])=[CH:6][C:7]([C:10]2[CH:15]=[CH:14][C:13]([C:16]([F:17])([F:18])[F:19])=[CH:12][CH:11]=2)=[N:8][CH:9]=1)#[N:2].